This data is from Full USPTO retrosynthesis dataset with 1.9M reactions from patents (1976-2016). The task is: Predict the reactants needed to synthesize the given product. (1) Given the product [Br:1][C:2]1[CH:10]=[CH:9][CH:8]=[C:7]2[C:3]=1[C:4]1([C:16]3=[N:17][C:18]([O:23][CH3:24])=[CH:19][CH:20]=[C:21]3[O:15][CH2:14]1)[C:5](=[O:13])[NH:6]2, predict the reactants needed to synthesize it. The reactants are: [Br:1][C:2]1[CH:10]=[CH:9][CH:8]=[C:7]2[C:3]=1[C:4]([C:16]1[C:21](O)=[CH:20][CH:19]=[C:18]([O:23][CH3:24])[N:17]=1)([CH2:14][OH:15])[C:5](=[O:13])[N:6]2CO.C(P(CCCC)CCCC)CCC.N(C(OC(C)(C)C)=O)=NC(OC(C)(C)C)=O.[OH-].[NH4+]. (2) Given the product [NH2:19][C:12]1[C:13]2[C:18](=[CH:17][CH:16]=[CH:15][CH:14]=2)[C:9]([O:8][C:6]2[CH:5]=[CH:4][N:3]=[C:2]([NH:42][C:40]3[CH:39]=[CH:38][CH:37]=[C:36]([O:35][CH2:34][CH2:33][N:30]4[CH2:29][CH2:28][O:27][CH2:32][CH2:31]4)[N:41]=3)[N:7]=2)=[CH:10][CH:11]=1, predict the reactants needed to synthesize it. The reactants are: Cl[C:2]1[N:7]=[C:6]([O:8][C:9]2[C:18]3[C:13](=[CH:14][CH:15]=[CH:16][CH:17]=3)[C:12]([NH:19]C(=O)OC(C)(C)C)=[CH:11][CH:10]=2)[CH:5]=[CH:4][N:3]=1.[O:27]1[CH2:32][CH2:31][N:30]([CH2:33][CH2:34][O:35][C:36]2[N:41]=[C:40]([NH2:42])[CH:39]=[CH:38][CH:37]=2)[CH2:29][CH2:28]1.C(=O)([O-])[O-].[Cs+].[Cs+].C1C=CC(P(C2C(C3C(P(C4C=CC=CC=4)C4C=CC=CC=4)=CC=C4C=3C=CC=C4)=C3C(C=CC=C3)=CC=2)C2C=CC=CC=2)=CC=1.N#N.FC(F)(F)C(O)=O.